Dataset: Full USPTO retrosynthesis dataset with 1.9M reactions from patents (1976-2016). Task: Predict the reactants needed to synthesize the given product. (1) Given the product [CH3:1][O:2][C:3]([C:5]1[C:14]2[C:9](=[CH:10][C:11]([O:15][C:16]3[CH:21]=[CH:20][N:19]=[C:18]([CH3:23])[N:17]=3)=[CH:12][CH:13]=2)[CH:8]=[CH:7][CH:6]=1)=[O:4], predict the reactants needed to synthesize it. The reactants are: [CH3:1][O:2][C:3]([C:5]1[C:14]2[C:9](=[CH:10][C:11]([O:15][C:16]3[CH:21]=[C:20](Cl)[N:19]=[C:18]([CH3:23])[N:17]=3)=[CH:12][CH:13]=2)[CH:8]=[CH:7][CH:6]=1)=[O:4].N1C=CC=CC=1. (2) Given the product [N:3]([C:26]([C:31]1[CH:36]=[CH:35][C:34]([O:37][CH2:38][C:39]2[CH:40]=[CH:41][C:42]([C:45]([F:48])([F:47])[F:46])=[CH:43][CH:44]=2)=[CH:33][CH:32]=1)([CH3:30])[CH3:25])=[C:6]=[O:15], predict the reactants needed to synthesize it. The reactants are: C([N:3]([CH2:6]C)CC)C.C1(P(N=[N+]=[N-])(C2C=CC=CC=2)=[O:15])C=CC=CC=1.[CH3:25][C:26]([C:31]1[CH:36]=[CH:35][C:34]([O:37][CH2:38][C:39]2[CH:44]=[CH:43][C:42]([C:45]([F:48])([F:47])[F:46])=[CH:41][CH:40]=2)=[CH:33][CH:32]=1)([CH3:30])C(O)=O. (3) Given the product [CH3:1][C:2]1[CH:22]=[CH:21][CH:20]=[CH:19][C:3]=1[O:4][CH2:5][C:6]1[NH:14][C:13]2[C:8](=[N:9][CH:10]=[CH:11][C:12]=2[C:15]([OH:17])=[O:16])[CH:7]=1, predict the reactants needed to synthesize it. The reactants are: [CH3:1][C:2]1[CH:22]=[CH:21][CH:20]=[CH:19][C:3]=1[O:4][CH2:5][C:6]1[NH:14][C:13]2[C:8](=[N:9][CH:10]=[CH:11][C:12]=2[C:15]([O:17]C)=[O:16])[CH:7]=1. (4) Given the product [F:1][C:2]1[CH:7]=[CH:6][C:5]([C:8]2[O:9][C:10]3[CH:20]=[CH:19][C:18]([C:21]4[CH:29]=[C:25]([C:26](=[O:27])[NH:43][C:40]5([C:37]6[N:36]=[CH:35][C:34]([CH3:33])=[CH:39][N:38]=6)[CH2:42][CH2:41]5)[C:24]([O:30][CH3:31])=[CH:23][C:22]=4[CH3:32])=[CH:17][C:11]=3[C:12]=2[C:13]([NH:14][CH3:15])=[O:16])=[CH:4][CH:3]=1, predict the reactants needed to synthesize it. The reactants are: [F:1][C:2]1[CH:7]=[CH:6][C:5]([C:8]2[O:9][C:10]3[CH:20]=[CH:19][C:18]([C:21]4[C:22]([CH3:32])=[CH:23][C:24]([O:30][CH3:31])=[C:25]([CH:29]=4)[C:26](O)=[O:27])=[CH:17][C:11]=3[C:12]=2[C:13](=[O:16])[NH:14][CH3:15])=[CH:4][CH:3]=1.[CH3:33][C:34]1[CH:35]=[N:36][C:37]([C:40]2([NH2:43])[CH2:42][CH2:41]2)=[N:38][CH:39]=1.C(N(CC)CC)C. (5) Given the product [C:14]1([C:20]2[CH:21]=[C:22]([C:28]3[CH:29]=[C:30]4[C:35](=[CH:36][CH:37]=3)[CH:34]=[C:33]([N:42]3[C:43](=[O:45])[C:44](=[CH2:1])[S:40][C:41]3=[O:46])[CH:32]=[CH:31]4)[CH:23]=[CH:24][C:25]=2[O:26][CH3:27])[CH:15]=[CH:16][CH:17]=[CH:18][CH:19]=1, predict the reactants needed to synthesize it. The reactants are: [C:1]1(C)C=CC=CC=1.N1CCCCC1.[C:14]1([C:20]2[CH:21]=[C:22]([C:28]3[CH:29]=[C:30]4[C:35](=[CH:36][CH:37]=3)[CH:34]=[C:33](C=O)[CH:32]=[CH:31]4)[CH:23]=[CH:24][C:25]=2[O:26][CH3:27])[CH:19]=[CH:18][CH:17]=[CH:16][CH:15]=1.[S:40]1[CH2:44][C:43](=[O:45])[NH:42][C:41]1=[O:46]. (6) Given the product [C:1]([C:3]1[O:7][C:6]([S:8]([NH:11][C:13]2[CH:18]=[C:17]([O:19][C@H:20]([CH3:42])[CH2:21][O:22][C:23]([C:36]3[CH:37]=[CH:38][CH:39]=[CH:40][CH:41]=3)([C:30]3[CH:35]=[CH:34][CH:33]=[CH:32][CH:31]=3)[C:24]3[CH:25]=[CH:26][CH:27]=[CH:28][CH:29]=3)[N:16]=[C:15]([S:43][CH2:44][C:45]3[CH:50]=[CH:49][CH:48]=[C:47]([F:51])[C:46]=3[F:52])[N:14]=2)(=[O:10])=[O:9])=[CH:5][CH:4]=1)#[N:2], predict the reactants needed to synthesize it. The reactants are: [C:1]([C:3]1[O:7][C:6]([S:8]([NH2:11])(=[O:10])=[O:9])=[CH:5][CH:4]=1)#[N:2].Cl[C:13]1[CH:18]=[C:17]([O:19][C@H:20]([CH3:42])[CH2:21][O:22][C:23]([C:36]2[CH:41]=[CH:40][CH:39]=[CH:38][CH:37]=2)([C:30]2[CH:35]=[CH:34][CH:33]=[CH:32][CH:31]=2)[C:24]2[CH:29]=[CH:28][CH:27]=[CH:26][CH:25]=2)[N:16]=[C:15]([S:43][CH2:44][C:45]2[CH:50]=[CH:49][CH:48]=[C:47]([F:51])[C:46]=2[F:52])[N:14]=1. (7) Given the product [Cl:1][C:2]1[C:7]([C:8]([NH:21][CH2:20][C:16]2[CH:17]=[CH:18][CH:19]=[C:14]([O:13][CH3:12])[CH:15]=2)=[O:9])=[C:6]([Cl:11])[N:5]=[CH:4][N:3]=1, predict the reactants needed to synthesize it. The reactants are: [Cl:1][C:2]1[C:7]([C:8](Cl)=[O:9])=[C:6]([Cl:11])[N:5]=[CH:4][N:3]=1.[CH3:12][O:13][C:14]1[CH:15]=[C:16]([CH2:20][NH2:21])[CH:17]=[CH:18][CH:19]=1. (8) Given the product [CH3:1][C:2]1([CH3:29])[CH2:7][CH:6]([C:8]2[C:16]3[C:11](=[C:12]([C:24]([NH2:26])=[O:25])[CH:13]=[C:14]([C:17]4[CH:21]=[C:20]([CH2:22][N:30]5[CH2:34][CH2:33][CH2:32][CH2:31]5)[S:19][CH:18]=4)[CH:15]=3)[NH:10][CH:9]=2)[CH2:5][CH2:4][S:3]1(=[O:28])=[O:27], predict the reactants needed to synthesize it. The reactants are: [CH3:1][C:2]1([CH3:29])[CH2:7][CH:6]([C:8]2[C:16]3[C:11](=[C:12]([C:24]([NH2:26])=[O:25])[CH:13]=[C:14]([C:17]4[CH:21]=[C:20]([CH:22]=O)[S:19][CH:18]=4)[CH:15]=3)[NH:10][CH:9]=2)[CH2:5][CH2:4][S:3]1(=[O:28])=[O:27].[NH:30]1[CH2:34][CH2:33][CH2:32][CH2:31]1.C(O[BH-](OC(=O)C)OC(=O)C)(=O)C.[Na+].